This data is from Forward reaction prediction with 1.9M reactions from USPTO patents (1976-2016). The task is: Predict the product of the given reaction. (1) Given the reactants Cl.[CH3:2][C:3]1([C:9]([NH2:11])=[O:10])[CH2:8][CH2:7][CH2:6][NH:5][CH2:4]1.O1CCOCC1.C(=O)([O-])[O-].[Na+].[Na+].Cl[C:25]([O:27][CH2:28][C:29]1[CH:34]=[CH:33][CH:32]=[CH:31][CH:30]=1)=[O:26], predict the reaction product. The product is: [CH2:28]([O:27][C:25]([N:5]1[CH2:6][CH2:7][CH2:8][C:3]([C:9](=[O:10])[NH2:11])([CH3:2])[CH2:4]1)=[O:26])[C:29]1[CH:34]=[CH:33][CH:32]=[CH:31][CH:30]=1. (2) Given the reactants [H-].[Na+].[C:3]1([SH:9])[CH:8]=[CH:7][CH:6]=[CH:5][CH:4]=1.Cl[C:11]1[CH:16]=[CH:15][C:14]([N+:17]([O-:19])=[O:18])=[C:13]([O:20][CH3:21])[CH:12]=1.O, predict the reaction product. The product is: [CH3:21][O:20][C:13]1[CH:12]=[C:11]([S:9][C:3]2[CH:8]=[CH:7][CH:6]=[CH:5][CH:4]=2)[CH:16]=[CH:15][C:14]=1[N+:17]([O-:19])=[O:18]. (3) Given the reactants [CH2:1]([O:3][C@@H:4]([CH2:10][C:11]1[CH:16]=[CH:15][C:14]([O:17][CH2:18][C:19]2[CH:24]=[C:23]([O:25][CH3:26])[CH:22]=[CH:21][N:20]=2)=[CH:13][CH:12]=1)[C:5]([O:7]CC)=O)[CH3:2].Cl.[CH3:28][NH:29][O:30][CH3:31], predict the reaction product. The product is: [CH2:1]([O:3][C@@H:4]([CH2:10][C:11]1[CH:12]=[CH:13][C:14]([O:17][CH2:18][C:19]2[CH:24]=[C:23]([O:25][CH3:26])[CH:22]=[CH:21][N:20]=2)=[CH:15][CH:16]=1)[C:5]([N:29]([O:30][CH3:31])[CH3:28])=[O:7])[CH3:2]. (4) Given the reactants C(=O)(O)[O-].[Na+].[Cl:6][C:7]1[CH:12]=[CH:11][CH:10]=[C:9]([Cl:13])[C:8]=1[C:14]1[C:18]([CH2:19][O:20][C:21]2[CH:26]=[CH:25][C:24]([C:27]3[CH:36]=[C:35]4[C:30]([C:31]([C:38]([O:40]CC)=[O:39])=[CH:32][C:33](=[O:37])[O:34]4)=[CH:29][CH:28]=3)=[CH:23][CH:22]=2)=[C:17]([CH:43]([CH3:45])[CH3:44])[O:16][N:15]=1.O1CCCC1.[OH-].[K+], predict the reaction product. The product is: [Cl:13][C:9]1[CH:10]=[CH:11][CH:12]=[C:7]([Cl:6])[C:8]=1[C:14]1[C:18]([CH2:19][O:20][C:21]2[CH:22]=[CH:23][C:24]([C:27]3[CH:36]=[C:35]4[C:30]([C:31]([C:38]([OH:40])=[O:39])=[CH:32][C:33](=[O:37])[O:34]4)=[CH:29][CH:28]=3)=[CH:25][CH:26]=2)=[C:17]([CH:43]([CH3:45])[CH3:44])[O:16][N:15]=1.